From a dataset of Full USPTO retrosynthesis dataset with 1.9M reactions from patents (1976-2016). Predict the reactants needed to synthesize the given product. (1) Given the product [NH:1]1[CH2:11][C@H:12]([OH:13])[CH2:3][C@H:2]1[C:5]([OH:7])=[O:6], predict the reactants needed to synthesize it. The reactants are: [NH2:1][C@H:2]([C:5]([OH:7])=[O:6])[CH2:3]S.C(N(CC(O)=O)CC(O)=O)CN(CC(O)=O)[CH2:11][C:12](O)=[O:13]. (2) The reactants are: Cl[C:2]1[C:13]([C:14]#[N:15])=[CH:12][C:5]([C:6]([O:8][CH:9]([CH3:11])[CH3:10])=[O:7])=[C:4]([CH3:16])[N:3]=1.[NH:17]1[CH2:22][CH2:21][CH:20]([C:23]([OH:25])=[O:24])[CH2:19][CH2:18]1.CCN(C(C)C)C(C)C.OS([O-])(=O)=O.[K+]. Given the product [C:14]([C:13]1[C:2]([N:17]2[CH2:22][CH2:21][CH:20]([C:23]([OH:25])=[O:24])[CH2:19][CH2:18]2)=[N:3][C:4]([CH3:16])=[C:5]([C:6]([O:8][CH:9]([CH3:11])[CH3:10])=[O:7])[CH:12]=1)#[N:15], predict the reactants needed to synthesize it. (3) Given the product [Cl:38][C:37]1[C:32]([N:28]2[CH2:29][CH2:30][N:25]([C:22]3[N:21]=[CH:20][C:19]([NH:18][C:16]([C:9]4[O:8][C:7]([C:1]5[CH:6]=[CH:5][CH:4]=[CH:3][CH:2]=5)=[N:11][C:10]=4[C:12]([F:13])([F:14])[F:15])=[O:17])=[CH:24][CH:23]=3)[CH2:26][CH2:27]2)=[N:33][CH:34]=[CH:35][CH:36]=1, predict the reactants needed to synthesize it. The reactants are: [C:1]1([C:7]2[O:8][C:9]([C:16]([NH:18][C:19]3[CH:20]=[N:21][C:22]([N:25]4[CH2:30][CH2:29][NH:28][CH2:27][CH2:26]4)=[CH:23][CH:24]=3)=[O:17])=[C:10]([C:12]([F:15])([F:14])[F:13])[N:11]=2)[CH:6]=[CH:5][CH:4]=[CH:3][CH:2]=1.Cl[C:32]1[C:37]([Cl:38])=[CH:36][CH:35]=[CH:34][N:33]=1.C1C=CC(P(C2C(C3C(P(C4C=CC=CC=4)C4C=CC=CC=4)=CC=C4C=3C=CC=C4)=C3C(C=CC=C3)=CC=2)C2C=CC=CC=2)=CC=1.CC(C)([O-])C.[Na+]. (4) The reactants are: S(Cl)([Cl:3])=O.Cl.C(OC([N:13]1[CH2:18][CH2:17][CH:16]([CH2:19][CH2:20][C:21]([OH:23])=[O:22])[CH2:15][CH2:14]1)=O)(C)(C)C.[CH3:24]O. Given the product [ClH:3].[NH:13]1[CH2:14][CH2:15][CH:16]([CH2:19][CH2:20][C:21]([O:23][CH3:24])=[O:22])[CH2:17][CH2:18]1, predict the reactants needed to synthesize it. (5) Given the product [C:30]([O:34][C:35]([N:37]1[CH2:42][CH2:41][CH:40]([N:27]2[CH2:28][CH2:29][CH:24]([N:16]3[C:17]4=[N:18][CH:19]=[N:20][C:21]([NH2:23])=[C:22]4[C:14]([C:11]4[CH:10]=[CH:9][C:8]([O:1][C:2]5[CH:7]=[CH:6][CH:5]=[CH:4][CH:3]=5)=[CH:13][CH:12]=4)=[N:15]3)[CH2:25][CH2:26]2)[CH2:39][CH2:38]1)=[O:36])([CH3:33])([CH3:31])[CH3:32], predict the reactants needed to synthesize it. The reactants are: [O:1]([C:8]1[CH:13]=[CH:12][C:11]([C:14]2[C:22]3[C:17](=[N:18][CH:19]=[N:20][C:21]=3[NH2:23])[N:16]([CH:24]3[CH2:29][CH2:28][NH:27][CH2:26][CH2:25]3)[N:15]=2)=[CH:10][CH:9]=1)[C:2]1[CH:7]=[CH:6][CH:5]=[CH:4][CH:3]=1.[C:30]([O:34][C:35]([N:37]1[CH2:42][CH2:41][C:40](=O)[CH2:39][CH2:38]1)=[O:36])([CH3:33])([CH3:32])[CH3:31].C(O[BH-](OC(=O)C)OC(=O)C)(=O)C.[Na+].C(O)(=O)C.C(=O)(O)[O-].[Na+]. (6) Given the product [CH2:1]([S:3]([CH2:6][CH2:7][O:8][C:9]1[CH:14]=[C:13]([CH3:15])[C:12]([C:16]2[CH:21]=[CH:20][CH:19]=[C:18]([CH2:22][O:23][C:24]3[CH:29]=[CH:28][C:27]([CH2:30][CH2:31][C:32]([OH:34])=[O:33])=[CH:26][CH:25]=3)[CH:17]=2)=[C:11]([CH3:39])[CH:10]=1)(=[O:5])=[O:4])[CH3:2], predict the reactants needed to synthesize it. The reactants are: [CH2:1]([S:3]([CH2:6][CH2:7][O:8][C:9]1[CH:14]=[C:13]([CH3:15])[C:12]([C:16]2[CH:21]=[CH:20][CH:19]=[C:18]([CH2:22][O:23][C:24]3[CH:29]=[CH:28][C:27]([CH2:30][CH2:31][C:32]([O:34]C(C)(C)C)=[O:33])=[CH:26][CH:25]=3)[CH:17]=2)=[C:11]([CH3:39])[CH:10]=1)(=[O:5])=[O:4])[CH3:2].FC(F)(F)C(O)=O. (7) Given the product [C:1]1([S:7]([CH2:10][C:11]2[C:16]([C:17]([O:19][CH2:20][CH3:21])=[O:18])=[C:15]([O:22][CH3:23])[C:14]([C:33]3[O:37][CH:36]=[N:35][CH:34]=3)=[CH:13][CH:12]=2)(=[O:9])=[O:8])[CH:6]=[CH:5][CH:4]=[CH:3][CH:2]=1, predict the reactants needed to synthesize it. The reactants are: [C:1]1([S:7]([CH2:10][C:11]2[C:16]([C:17]([O:19][CH2:20][CH3:21])=[O:18])=[C:15]([O:22][CH3:23])[C:14](Br)=[CH:13][CH:12]=2)(=[O:9])=[O:8])[CH:6]=[CH:5][CH:4]=[CH:3][CH:2]=1.CC1(C)C(C)(C)OB([C:33]2[O:37][CH:36]=[N:35][CH:34]=2)O1.O.[F-].[K+].[Br-].[Na+].